This data is from Forward reaction prediction with 1.9M reactions from USPTO patents (1976-2016). The task is: Predict the product of the given reaction. Given the reactants [N+:1]([C:4]1[C:12]([N+:13]([O-:15])=[O:14])=[CH:11][CH:10]=[C:6]([C:7]([OH:9])=O)[C:5]=1[C:16]([OH:18])=O)([O-:3])=[O:2].[CH2:19]([O:21][C:22]1[CH:23]=[C:24]([CH:30]([NH2:36])[CH2:31][S:32]([CH3:35])(=[O:34])=[O:33])[CH:25]=[CH:26][C:27]=1[O:28][CH3:29])[CH3:20], predict the reaction product. The product is: [CH2:19]([O:21][C:22]1[CH:23]=[C:24]([CH:30]([N:36]2[C:16](=[O:18])[C:5]3[C:6](=[CH:10][CH:11]=[C:12]([N+:13]([O-:15])=[O:14])[C:4]=3[N+:1]([O-:3])=[O:2])[C:7]2=[O:9])[CH2:31][S:32]([CH3:35])(=[O:34])=[O:33])[CH:25]=[CH:26][C:27]=1[O:28][CH3:29])[CH3:20].